This data is from Full USPTO retrosynthesis dataset with 1.9M reactions from patents (1976-2016). The task is: Predict the reactants needed to synthesize the given product. (1) Given the product [C:11]1([C@H:17]2[CH2:22][CH2:21][N:20]([C:23](=[O:28])[C:24]([F:26])([F:27])[F:25])[CH2:19][C@@H:18]2[CH:29]=[O:30])[CH:16]=[CH:15][CH:14]=[CH:13][CH:12]=1, predict the reactants needed to synthesize it. The reactants are: CS(C)=O.C(Cl)(=O)C(Cl)=O.[C:11]1([C@H:17]2[CH2:22][CH2:21][N:20]([C:23](=[O:28])[C:24]([F:27])([F:26])[F:25])[CH2:19][C@@H:18]2[CH2:29][OH:30])[CH:16]=[CH:15][CH:14]=[CH:13][CH:12]=1.[Cl-].[NH4+]. (2) The reactants are: [NH2:1][C:2]1[N:7]=[C:6]([C:8]2[O:9][CH:10]=[CH:11][CH:12]=2)[C:5]([C:13]#[N:14])=[C:4](S(C)=O)[N:3]=1.[CH2:18]([NH:25][CH2:26][CH2:27][NH2:28])[C:19]1[CH:24]=[CH:23][CH:22]=[CH:21][CH:20]=1. Given the product [NH2:1][C:2]1[N:3]=[C:4]([NH:28][CH2:27][CH2:26][NH:25][CH2:18][C:19]2[CH:24]=[CH:23][CH:22]=[CH:21][CH:20]=2)[C:5]([C:13]#[N:14])=[C:6]([C:8]2[O:9][CH:10]=[CH:11][CH:12]=2)[N:7]=1, predict the reactants needed to synthesize it.